From a dataset of Full USPTO retrosynthesis dataset with 1.9M reactions from patents (1976-2016). Predict the reactants needed to synthesize the given product. (1) Given the product [Cl:23][CH2:22][CH2:21][O:20][C:16]1[CH:15]=[C:14]([O:24][CH3:25])[CH:13]=[C:12]2[C:17]=1[C:18](=[O:19])[NH:9][CH:10]=[N:11]2, predict the reactants needed to synthesize it. The reactants are: C(OC[N:9]1[C:18](=[O:19])[C:17]2[C:12](=[CH:13][C:14]([O:24][CH3:25])=[CH:15][C:16]=2[O:20][CH2:21][CH2:22][Cl:23])[N:11]=[CH:10]1)(=O)C(C)(C)C.N. (2) Given the product [F:9][C:10]1[CH:23]=[CH:22][CH:21]=[CH:20][C:11]=1[O:12][C:13]1[CH:18]=[CH:17][C:16]([I:24])=[CH:15][CH:14]=1, predict the reactants needed to synthesize it. The reactants are: C(ON=O)CC(C)C.[F:9][C:10]1[CH:23]=[CH:22][CH:21]=[CH:20][C:11]=1[O:12][C:13]1[CH:18]=[CH:17][C:16](N)=[CH:15][CH:14]=1.[I:24]CI.O. (3) Given the product [CH2:1]([NH:3][CH2:4][CH2:5][NH:6][C:21](=[O:22])[C:20]1[CH:19]=[CH:18][C:17]([N+:14]([O-:16])=[O:15])=[CH:25][CH:24]=1)[CH3:2], predict the reactants needed to synthesize it. The reactants are: [CH2:1]([NH:3][CH2:4][CH2:5][NH2:6])[CH3:2].C(N(CC)CC)C.[N+:14]([C:17]1[CH:25]=[CH:24][C:20]([C:21](Cl)=[O:22])=[CH:19][CH:18]=1)([O-:16])=[O:15]. (4) Given the product [CH3:17][C:18]1[CH:19]=[CH:20][C:21]([C:24]([C:26]([C:28]2[CH:29]=[CH:30][C:31]([CH3:34])=[CH:32][CH:33]=2)=[O:27])=[O:25])=[CH:22][CH:23]=1, predict the reactants needed to synthesize it. The reactants are: C1(C(C(C2C=CC=CC=2)=O)=O)C=CC=CC=1.[CH3:17][C:18]1[CH:23]=[CH:22][C:21]([C:24]([CH:26]([C:28]2[CH:33]=[CH:32][C:31]([CH3:34])=[CH:30][CH:29]=2)[OH:27])=[O:25])=[CH:20][CH:19]=1. (5) Given the product [CH2:20]([O:23][C:24]1[CH:25]=[C:26]([CH2:27][N:4]2[CH2:3][CH2:2][N:1]([C:7]3[CH:8]=[CH:9][C:10]4[N:11]([C:13]([C:16]([F:17])([F:18])[F:19])=[N:14][N:15]=4)[N:12]=3)[CH2:6][CH2:5]2)[CH:29]=[CH:30][CH:31]=1)[CH:21]=[CH2:22], predict the reactants needed to synthesize it. The reactants are: [N:1]1([C:7]2[CH:8]=[CH:9][C:10]3[N:11]([C:13]([C:16]([F:19])([F:18])[F:17])=[N:14][N:15]=3)[N:12]=2)[CH2:6][CH2:5][NH:4][CH2:3][CH2:2]1.[CH2:20]([O:23][C:24]1[CH:25]=[C:26]([CH:29]=[CH:30][CH:31]=1)[CH:27]=O)[CH:21]=[CH2:22]. (6) Given the product [CH2:26]([S:23]([C:20]1[N:21]=[CH:22][C:17]([O:10][C:8]2[CH:9]=[C:4]([CH:5]=[C:6]([O:39][CH:37]([CH3:38])[CH2:36][OH:28])[CH:7]=2)[C:3]([NH:40][C:41]2[CH:45]=[CH:44][NH:43][N:42]=2)=[O:15])=[CH:18][CH:19]=1)(=[O:25])=[O:24])[CH3:27], predict the reactants needed to synthesize it. The reactants are: CO[C:3](=[O:15])[C:4]1[CH:9]=[C:8]([OH:10])[CH:7]=[C:6](OCOC)[CH:5]=1.Br[C:17]1[CH:18]=[CH:19][C:20]([S:23]([CH2:26][CH3:27])(=[O:25])=[O:24])=[N:21][CH:22]=1.[O:28]([CH2:36][C@H:37]([OH:39])[CH3:38])[Si](C(C)(C)C)(C)C.[NH2:40][C:41]1[CH:45]=[CH:44][NH:43][N:42]=1. (7) Given the product [CH3:13][C:14]1[CH:19]=[C:18]([CH3:20])[N:17]=[CH:16][C:15]=1[O:21][C:22]1[C:27](=[O:28])[N:26]([CH2:29][C:30]2[CH:35]=[CH:34][C:33]([C:36]3[CH:41]=[CH:40][CH:39]=[CH:38][C:37]=3[C:42]3[NH:3][C:4](=[O:7])[O:5][N:43]=3)=[CH:32][CH:31]=2)[C:25]([CH2:44][CH2:45][CH3:46])=[N:24][C:23]=1[CH2:47][CH3:48], predict the reactants needed to synthesize it. The reactants are: [Cl-].O[NH3+:3].[C:4](=[O:7])([O-])[OH:5].[Na+].CS(C)=O.[CH3:13][C:14]1[CH:19]=[C:18]([CH3:20])[N:17]=[CH:16][C:15]=1[O:21][C:22]1[C:27](=[O:28])[N:26]([CH2:29][C:30]2[CH:35]=[CH:34][C:33]([C:36]3[C:37]([C:42]#[N:43])=[CH:38][CH:39]=[CH:40][CH:41]=3)=[CH:32][CH:31]=2)[C:25]([CH2:44][CH2:45][CH3:46])=[N:24][C:23]=1[CH2:47][CH3:48].